Task: Predict the product of the given reaction.. Dataset: Forward reaction prediction with 1.9M reactions from USPTO patents (1976-2016) (1) The product is: [C:1]([N:9]1[C:14](=[O:15])[C:13]([C:29]2[C:24]([F:23])=[N:25][CH:26]=[CH:27][CH:28]=2)=[CH:12][N:11]([CH2:17][CH2:18][CH2:19][CH2:20][Cl:21])[C:10]1=[O:22])(=[O:8])[C:2]1[CH:7]=[CH:6][CH:5]=[CH:4][CH:3]=1. Given the reactants [C:1]([N:9]1[C:14](=[O:15])[C:13](I)=[CH:12][N:11]([CH2:17][CH2:18][CH2:19][CH2:20][Cl:21])[C:10]1=[O:22])(=[O:8])[C:2]1[CH:7]=[CH:6][CH:5]=[CH:4][CH:3]=1.[F:23][C:24]1[C:29](B(O)O)=[CH:28][CH:27]=[CH:26][N:25]=1.C([O-])([O-])=O.[Na+].[Na+].C1(P(C2CCCCC2)C2C=CC=CC=2C2C=CC=CC=2)CCCCC1, predict the reaction product. (2) The product is: [CH3:9][O:10][C:11]1[CH:18]=[CH:17][C:14]([CH:15]([C:1]2[CH:6]=[CH:5][CH:4]=[CH:3][CH:2]=2)[NH2:16])=[CH:13][CH:12]=1. Given the reactants [C:1]1([Mg]Br)[CH:6]=[CH:5][CH:4]=[CH:3][CH:2]=1.[CH3:9][O:10][C:11]1[CH:18]=[CH:17][C:14]([C:15]#[N:16])=[CH:13][CH:12]=1, predict the reaction product.